This data is from Forward reaction prediction with 1.9M reactions from USPTO patents (1976-2016). The task is: Predict the product of the given reaction. (1) Given the reactants [NH2:1][C:2]1[C:3]([NH:10][C:11]2[CH:16]=[CH:15][C:14]([CH2:17][CH2:18][OH:19])=[CH:13][CH:12]=2)=[N:4][C:5]([CH3:9])=[CH:6][C:7]=1[CH3:8].[C:20]([CH2:24][C:25](Cl)=[O:26])([CH3:23])([CH3:22])[CH3:21], predict the reaction product. The product is: [CH3:21][C:20]([CH3:23])([CH3:22])[CH2:24][C:25]([O:19][CH2:18][CH2:17][C:14]1[CH:15]=[CH:16][C:11]([N:10]2[C:3]3=[N:4][C:5]([CH3:9])=[CH:6][C:7]([CH3:8])=[C:2]3[N:1]=[C:25]2[CH2:24][C:20]([CH3:23])([CH3:22])[CH3:21])=[CH:12][CH:13]=1)=[O:26]. (2) Given the reactants [NH2:1][C:2]1[CH:7]=[CH:6][C:5]([OH:8])=[C:4]([F:9])[CH:3]=1.C[Si]([C:14]#[N:15])(C)C.[CH3:16][C:17]([CH3:19])=O, predict the reaction product. The product is: [F:9][C:4]1[CH:3]=[C:2]([NH:1][C:17]([CH3:19])([CH3:16])[C:14]#[N:15])[CH:7]=[CH:6][C:5]=1[OH:8]. (3) The product is: [OH:23][CH:22]([CH2:17][OH:18])[CH2:1][C:4]1[CH:11]=[C:10]([F:12])[C:7]([C:8]#[N:9])=[C:6]([F:13])[CH:5]=1. Given the reactants [CH2:1]([C:4]1[CH:11]=[C:10]([F:12])[C:7]([C:8]#[N:9])=[C:6]([F:13])[CH:5]=1)C=C.C[N+]1([O-])CC[O:18][CH2:17]C1.[CH3:22][OH:23], predict the reaction product. (4) Given the reactants [CH3:1][C:2]1([CH:18]=[O:19])[CH2:17][CH2:16][CH2:15][C:4]2([O:8][C:7](=[O:9])[N:6]([CH2:10][C:11]([CH3:14])([CH3:13])[CH3:12])[CH2:5]2)[CH2:3]1.CO.[BH4-].[Na+], predict the reaction product. The product is: [OH:19][CH2:18][C:2]1([CH3:1])[CH2:17][CH2:16][CH2:15][C:4]2([O:8][C:7](=[O:9])[N:6]([CH2:10][C:11]([CH3:13])([CH3:14])[CH3:12])[CH2:5]2)[CH2:3]1. (5) Given the reactants [Cl:1][C:2]1[CH:24]=[CH:23][C:5]([CH2:6][C:7]2[N:8]=[C:9]([C:17]3[CH:22]=[CH:21][N:20]=[CH:19][CH:18]=3)[S:10][C:11]=2[C:12]([O:14][CH2:15]C)=[O:13])=[CH:4][CH:3]=1.C1C=C(Cl)C=C(C(OO)=[O:33])C=1.C(Cl)Cl.C(=O)(O)[O-].[Na+], predict the reaction product. The product is: [Cl:1][C:2]1[CH:24]=[CH:23][C:5]([CH2:6][C:7]2[N:8]=[C:9]([C:17]3[CH:22]=[CH:21][N+:20]([O-:33])=[CH:19][CH:18]=3)[S:10][C:11]=2[C:12]([O:14][CH3:15])=[O:13])=[CH:4][CH:3]=1.